This data is from Full USPTO retrosynthesis dataset with 1.9M reactions from patents (1976-2016). The task is: Predict the reactants needed to synthesize the given product. (1) Given the product [CH2:6]([O:13][C:14]1[C:15]([Cl:22])=[CH:16][C:17]([Cl:21])=[C:18]([C:44]2[N:43]=[C:42]([Cl:41])[N:50]=[C:49]3[C:45]=2[N:46]=[CH:47][N:48]3[CH2:51][C:52]2[CH:57]=[CH:56][C:55]([O:58][CH3:59])=[CH:54][CH:53]=2)[CH:19]=1)[C:7]1[CH:12]=[CH:11][CH:10]=[CH:9][CH:8]=1, predict the reactants needed to synthesize it. The reactants are: C([O-])(=O)C.[K+].[CH2:6]([O:13][C:14]1[CH:19]=[C:18](I)[C:17]([Cl:21])=[CH:16][C:15]=1[Cl:22])[C:7]1[CH:12]=[CH:11][CH:10]=[CH:9][CH:8]=1.B1(B2OC(C)(C)C(C)(C)O2)OC(C)(C)C(C)(C)O1.[Cl:41][C:42]1[N:50]=[C:49]2[C:45]([N:46]=[CH:47][N:48]2[CH2:51][C:52]2[CH:57]=[CH:56][C:55]([O:58][CH3:59])=[CH:54][CH:53]=2)=[C:44](Cl)[N:43]=1.P([O-])([O-])([O-])=O.[K+].[K+].[K+]. (2) Given the product [OH:6][C:7]1[CH:12]=[CH:11][C:10]([C:13]2([C:19]#[N:20])[CH2:18][CH2:17][O:16][CH2:15][CH2:14]2)=[CH:9][CH:8]=1, predict the reactants needed to synthesize it. The reactants are: B(Br)(Br)Br.C[O:6][C:7]1[CH:12]=[CH:11][C:10]([C:13]2([C:19]#[N:20])[CH2:18][CH2:17][O:16][CH2:15][CH2:14]2)=[CH:9][CH:8]=1. (3) Given the product [CH3:1][O:2][C:3](=[O:30])[CH2:4][CH2:5][CH2:6][CH2:7][CH2:8][O:9][C:10]1[CH:11]=[CH:12][C:13]2[N:17]=[C:16]([S:18]([CH2:19][CH2:20][CH3:21])=[O:39])[N:15]([C:22]3[CH:23]=[CH:24][C:25]([CH3:28])=[CH:26][CH:27]=3)[C:14]=2[CH:29]=1, predict the reactants needed to synthesize it. The reactants are: [CH3:1][O:2][C:3](=[O:30])[CH2:4][CH2:5][CH2:6][CH2:7][CH2:8][O:9][C:10]1[CH:11]=[CH:12][C:13]2[N:17]=[C:16]([S:18][CH2:19][CH2:20][CH3:21])[N:15]([C:22]3[CH:27]=[CH:26][C:25]([CH3:28])=[CH:24][CH:23]=3)[C:14]=2[CH:29]=1.ClC1C=CC=C(C(OO)=[O:39])C=1.S(OS([O-])=O)([O-])=O.[Na+].[Na+].